This data is from Forward reaction prediction with 1.9M reactions from USPTO patents (1976-2016). The task is: Predict the product of the given reaction. (1) Given the reactants [C:1]1([C:7]([N:9]2[CH2:14][CH2:13][N:12]([C:15]3[CH:20]=[CH:19][C:18]([OH:21])=[CH:17][CH:16]=3)[CH2:11][CH2:10]2)=[O:8])[CH:6]=[CH:5][CH:4]=[CH:3][CH:2]=1.[Br:22][CH2:23][CH2:24]Br.C(=O)([O-])[O-].[K+].[K+].[OH-].[Na+], predict the reaction product. The product is: [Br:22][CH2:23][CH2:24][O:21][C:18]1[CH:17]=[CH:16][C:15]([N:12]2[CH2:13][CH2:14][N:9]([C:7]([C:1]3[CH:2]=[CH:3][CH:4]=[CH:5][CH:6]=3)=[O:8])[CH2:10][CH2:11]2)=[CH:20][CH:19]=1. (2) Given the reactants [CH3:1][O:2][C:3]1([C:9]([OH:11])=O)[CH2:8][CH2:7][CH2:6][CH2:5][CH2:4]1.CN(C(ON1N=NC2C=CC=NC1=2)=[N+](C)C)C.F[P-](F)(F)(F)(F)F.CCN(C(C)C)C(C)C.Cl.[CH2:46]([O:53][C:54](=[O:73])[NH:55][CH2:56][CH2:57][CH2:58][CH2:59][C@H:60]([NH2:72])[C:61]([C:63]1[S:64][C:65]2[CH:71]=[CH:70][CH:69]=[CH:68][C:66]=2[N:67]=1)=[O:62])[C:47]1[CH:52]=[CH:51][CH:50]=[CH:49][CH:48]=1, predict the reaction product. The product is: [CH2:46]([O:53][C:54](=[O:73])[NH:55][CH2:56][CH2:57][CH2:58][CH2:59][C@H:60]([NH:72][C:9]([C:3]1([O:2][CH3:1])[CH2:4][CH2:5][CH2:6][CH2:7][CH2:8]1)=[O:11])[C:61]([C:63]1[S:64][C:65]2[CH:71]=[CH:70][CH:69]=[CH:68][C:66]=2[N:67]=1)=[O:62])[C:47]1[CH:52]=[CH:51][CH:50]=[CH:49][CH:48]=1. (3) The product is: [C:57]([C:59]1([C:65]2[CH:70]=[CH:69][CH:68]=[CH:67][CH:66]=2)[CH2:60][CH2:61][N:62]([C:12](=[O:14])[CH:11]([NH:10][C:9]([NH:8][CH2:7][CH2:6][C:4]2[N:3]=[CH:2][NH:1][CH:5]=2)=[O:24])[CH2:15][C:16]2[CH:21]=[CH:20][C:19]([O:22][CH3:23])=[CH:18][CH:17]=2)[CH2:63][CH2:64]1)#[N:58]. Given the reactants [NH:1]1[CH:5]=[C:4]([CH2:6][CH2:7][NH:8][C:9](=[O:24])[NH:10][CH:11]([CH2:15][C:16]2[CH:21]=[CH:20][C:19]([O:22][CH3:23])=[CH:18][CH:17]=2)[C:12]([OH:14])=O)[N:3]=[CH:2]1.C(N(C(C)C)CC)(C)C.CN(C(ON1N=NC2C=CC=CC1=2)=[N+](C)C)C.[B-](F)(F)(F)F.Cl.[C:57]([C:59]1([C:65]2[CH:70]=[CH:69][CH:68]=[CH:67][CH:66]=2)[CH2:64][CH2:63][NH:62][CH2:61][CH2:60]1)#[N:58], predict the reaction product. (4) Given the reactants [C:1]([C:3]1[CH:31]=[CH:30][CH:29]=[CH:28][C:4]=1[CH2:5][N:6]1[C:14]2[C:9](=[N:10][CH:11]=[CH:12][C:13]=2[N:15]2[CH2:20][CH2:19][CH2:18][C@@H:17]([N:21](C)[C:22](=O)O)[CH2:16]2)[N:8]([CH3:26])[C:7]1=[O:27])#[N:2].[F:32][C:33]([F:38])([F:37])[C:34]([OH:36])=[O:35], predict the reaction product. The product is: [F:32][C:33]([F:38])([F:37])[C:34]([OH:36])=[O:35].[CH3:26][N:8]1[C:9]2=[N:10][CH:11]=[CH:12][C:13]([N:15]3[CH2:20][CH2:19][CH2:18][C@@H:17]([NH:21][CH3:22])[CH2:16]3)=[C:14]2[N:6]([CH2:5][C:4]2[CH:28]=[CH:29][CH:30]=[CH:31][C:3]=2[C:1]#[N:2])[C:7]1=[O:27].